Dataset: Forward reaction prediction with 1.9M reactions from USPTO patents (1976-2016). Task: Predict the product of the given reaction. (1) Given the reactants [Br:1][C:2]1[CH:3]=[C:4]2[C:9](=[CH:10][CH:11]=1)[N:8]([C:12](=[O:17])[C:13]([F:16])([F:15])[F:14])[C@@H:7]([CH3:18])[CH2:6][NH:5]2.N1C=CC=CC=1.[CH:25]1([C:28](Cl)=[O:29])[CH2:27][CH2:26]1, predict the reaction product. The product is: [Br:1][C:2]1[CH:3]=[C:4]2[C:9](=[CH:10][CH:11]=1)[N:8]([C:12](=[O:17])[C:13]([F:14])([F:16])[F:15])[C@@H:7]([CH3:18])[CH2:6][N:5]2[C:28]([CH:25]1[CH2:27][CH2:26]1)=[O:29]. (2) Given the reactants [NH2:1][CH2:2][C@@H:3]1[O:8][CH2:7][C@@H:6]([N:9]2[C:13]3=[C:14]4[S:20][CH:19]=[CH:18][C:15]4=[N:16][CH:17]=[C:12]3[N:11]=[C:10]2[C@H:21]([OH:23])[CH3:22])[CH2:5][CH2:4]1.C(N(CC)CC)C.Cl[C:32]([O:34][CH:35]([CH3:37])[CH3:36])=[O:33], predict the reaction product. The product is: [OH:23][C@@H:21]([C:10]1[N:9]([C@@H:6]2[CH2:7][O:8][C@@H:3]([CH2:2][NH:1][C:32](=[O:33])[O:34][CH:35]([CH3:37])[CH3:36])[CH2:4][CH2:5]2)[C:13]2=[C:14]3[S:20][CH:19]=[CH:18][C:15]3=[N:16][CH:17]=[C:12]2[N:11]=1)[CH3:22]. (3) Given the reactants [C:1]([NH:5][C:6]1[CH:11]=[C:10]([C:12]2[C:13]([CH3:18])=[N:14][O:15][C:16]=2[CH3:17])[N:9]=[C:8](Cl)[N:7]=1)([CH3:4])([CH3:3])[CH3:2].[CH3:20][O:21][C:22]([C:24]1([C:28]2[CH:33]=[CH:32][C:31]([NH2:34])=[CH:30][CH:29]=2)[CH2:27][CH2:26][CH2:25]1)=[O:23], predict the reaction product. The product is: [CH3:20][O:21][C:22]([C:24]1([C:28]2[CH:29]=[CH:30][C:31]([NH:34][C:8]3[N:7]=[C:6]([NH:5][C:1]([CH3:4])([CH3:3])[CH3:2])[CH:11]=[C:10]([C:12]4[C:13]([CH3:18])=[N:14][O:15][C:16]=4[CH3:17])[N:9]=3)=[CH:32][CH:33]=2)[CH2:25][CH2:26][CH2:27]1)=[O:23]. (4) Given the reactants [CH2:1]([O:4][C:5]1([CH3:35])[CH2:10][CH2:9][N:8]([C:11]2[N:16]3[CH:17]=[C:18]([C:20]4[CH:25]=[CH:24][CH:23]=[C:22]([Br:26])[CH:21]=4)[N:19]=[C:15]3[C:14]([CH3:27])=[C:13]([CH3:28])[C:12]=2[C@H:29]([OH:34])[C:30]([O:32][CH3:33])=[O:31])[CH2:7][CH2:6]1)[CH:2]=[CH2:3].C(O[C:40]1([CH3:73])[CH2:45]CN(C2N3C=C(C4C=CC=C(Br)C=4)N=C3C=C(C)C=2[C@H](O[C:40]([CH3:73])([CH3:45])[CH3:41])C(OC)=O)C[CH2:41]1)C=C, predict the reaction product. The product is: [CH2:1]([O:4][C:5]1([CH3:35])[CH2:10][CH2:9][N:8]([C:11]2[N:16]3[CH:17]=[C:18]([C:20]4[CH:25]=[CH:24][CH:23]=[C:22]([Br:26])[CH:21]=4)[N:19]=[C:15]3[C:14]([CH3:27])=[C:13]([CH3:28])[C:12]=2[C@H:29]([O:34][C:40]([CH3:73])([CH3:45])[CH3:41])[C:30]([O:32][CH3:33])=[O:31])[CH2:7][CH2:6]1)[CH:2]=[CH2:3]. (5) Given the reactants [C:1](=[O:3])=[O:2].[N:4]#N.C(=O)=O.[CH3:9][C:10]([CH3:12])=O.[Li][CH2:14][CH2:15][CH2:16][CH3:17].Cl.[CH2:19]1[CH2:23]O[CH2:21][CH2:20]1, predict the reaction product. The product is: [C:9]([C:10]1[CH:12]=[C:17]([C:1]([OH:3])=[O:2])[C:16]2[C:19]([CH:23]=1)=[CH:20][CH:21]=[CH:14][CH:15]=2)#[N:4]. (6) Given the reactants [H-].[Na+].[CH3:3][C:4]1[C:9]([CH3:10])=[CH:8][CH:7]=[CH:6][C:5]=1[CH2:11][CH2:12][OH:13].[Br:14][C:15]1[CH:24]=[CH:23][CH:22]=[C:21]2[C:16]=1[CH2:17][CH2:18][CH2:19][N:20]2[C:25](=[O:28])[CH2:26]Cl, predict the reaction product. The product is: [Br:14][C:15]1[CH:24]=[CH:23][CH:22]=[C:21]2[C:16]=1[CH2:17][CH2:18][CH2:19][N:20]2[C:25](=[O:28])[CH2:26][O:13][CH2:12][CH2:11][C:5]1[CH:6]=[CH:7][CH:8]=[C:9]([CH3:10])[C:4]=1[CH3:3]. (7) The product is: [CH:2]([C@H:6]1[O:10][C:9]2([CH2:15][CH2:14][CH2:13][CH2:12][CH2:11]2)[O:8][C@H:7]1[CH2:16][O:17][CH2:18][C:19]([O:21][C:22]([CH3:25])([CH3:24])[CH3:23])=[O:20])=[O:1]. Given the reactants [OH:1][CH:2]([C@H:6]1[O:10][C:9]2([CH2:15][CH2:14][CH2:13][CH2:12][CH2:11]2)[O:8][C@H:7]1[CH2:16][O:17][CH2:18][C:19]([O:21][C:22]([CH3:25])([CH3:24])[CH3:23])=[O:20])CCO.I([O-])(=O)(=O)=O, predict the reaction product. (8) The product is: [F:36][CH:8]([C:5]1[CH:6]=[CH:7][C:2]([F:1])=[CH:3][C:4]=1[O:28][CH3:29])[CH:9]1[CH2:15][CH2:14][CH2:13][CH2:12][N:11]2[C:16](=[O:26])[CH:17]=[C:18]([C:20]3[CH:25]=[CH:24][N:23]=[CH:22][N:21]=3)[N:19]=[C:10]12. Given the reactants [F:1][C:2]1[CH:7]=[CH:6][C:5]([CH:8](O)[CH:9]2[CH2:15][CH2:14][CH2:13][CH2:12][N:11]3[C:16](=[O:26])[CH:17]=[C:18]([C:20]4[CH:25]=[CH:24][N:23]=[CH:22][N:21]=4)[N:19]=[C:10]23)=[C:4]([O:28][CH3:29])[CH:3]=1.C(N(S(F)(F)[F:36])CC)C, predict the reaction product. (9) Given the reactants [H-].[Na+].[NH:3]1[C:7]2[CH:8]=[CH:9][C:10]([C:12]([O:14][CH2:15][CH3:16])=[O:13])=[CH:11][C:6]=2[N:5]=[CH:4]1.Cl[CH2:18][CH2:19][C:20]([NH:23][C:24](=[O:30])[O:25][C:26]([CH3:29])([CH3:28])[CH3:27])([CH3:22])[CH3:21], predict the reaction product. The product is: [C:26]([O:25][C:24]([NH:23][C:20]([CH3:21])([CH3:22])[CH2:19][CH2:18][N:3]1[C:7]2[CH:8]=[CH:9][C:10]([C:12]([O:14][CH2:15][CH3:16])=[O:13])=[CH:11][C:6]=2[NH:5][CH2:4]1)=[O:30])([CH3:29])([CH3:28])[CH3:27].